This data is from Forward reaction prediction with 1.9M reactions from USPTO patents (1976-2016). The task is: Predict the product of the given reaction. (1) Given the reactants [NH2:1][C:2]1[CH:7]=[CH:6][C:5]([N+:8]([O-:10])=[O:9])=[CH:4][C:3]=1[OH:11].[Br:12]Br.O, predict the reaction product. The product is: [NH2:1][C:2]1[C:7]([Br:12])=[CH:6][C:5]([N+:8]([O-:10])=[O:9])=[CH:4][C:3]=1[OH:11]. (2) Given the reactants [NH:1]1[CH:5]=[CH:4][C:3]([C:6]2[S:7][CH:8]=[CH:9][N:10]=2)=[CH:2]1.N1[C:24]2[C:15](=CC=[C:18]3[C:23]=2[N:22]=[CH:21][CH:20]=[CH:19]3)[CH:14]=[CH:13][CH:12]=1.P([O-])([O-])([O-])=O.[K+].[K+].[K+].[O:33]1[CH2:38]COC[CH2:34]1, predict the reaction product. The product is: [CH3:34][O:33][C:38]1[CH:12]=[C:13]([N:1]2[CH:5]=[CH:4][C:3]([C:6]3[S:7][CH:8]=[CH:9][N:10]=3)=[CH:2]2)[CH:14]=[CH:15][C:24]=1[C:23]1[CH:18]=[CH:19][CH:20]=[CH:21][N:22]=1. (3) Given the reactants [CH3:1][O:2][C:3]1[CH:4]=[C:5]([CH2:17][CH2:18][NH2:19])[CH:6]=[CH:7][C:8]=1[O:9][CH2:10][C:11]1[CH:16]=[CH:15][CH:14]=[CH:13][CH:12]=1.C(N(CC)CC)C.O1CCCC1.[CH3:32][C:33]1[CH:38]=[CH:37][C:36]([CH2:39][C:40](Cl)=[O:41])=[CH:35][CH:34]=1, predict the reaction product. The product is: [CH2:10]([O:9][C:8]1[CH:7]=[CH:6][C:5]([CH2:17][CH2:18][NH:19][C:40](=[O:41])[CH2:39][C:36]2[CH:37]=[CH:38][C:33]([CH3:32])=[CH:34][CH:35]=2)=[CH:4][C:3]=1[O:2][CH3:1])[C:11]1[CH:12]=[CH:13][CH:14]=[CH:15][CH:16]=1. (4) Given the reactants [NH2:1][C:2]1[C:3]([I:38])=[C:4]([C:24]([NH:26][CH2:27][CH:28]([O:34][C:35](=[O:37])[CH3:36])[CH2:29][O:30][C:31](=[O:33])[CH3:32])=[O:25])[C:5]([I:23])=[C:6]([C:21]=1[I:22])[C:7]([NH:9][CH2:10][CH:11]([O:17][C:18](=[O:20])[CH3:19])[CH2:12][O:13][C:14](=[O:16])[CH3:15])=[O:8].[C:39](Cl)(Cl)=[O:40], predict the reaction product. The product is: [N:1]([C:2]1[C:21]([I:22])=[C:6]([C:7]([NH:9][CH2:10][CH:11]([O:17][C:18](=[O:20])[CH3:19])[CH2:12][O:13][C:14](=[O:16])[CH3:15])=[O:8])[C:5]([I:23])=[C:4]([C:3]=1[I:38])[C:24]([NH:26][CH2:27][CH:28]([O:34][C:35](=[O:37])[CH3:36])[CH2:29][O:30][C:31](=[O:33])[CH3:32])=[O:25])=[C:39]=[O:40]. (5) Given the reactants [Cl:1][C:2]1[CH:3]=[N:4][CH:5]=[C:6]([Cl:20])[C:7]=1[S:8][C:9]1[S:13][C:12]([C:14]([OH:16])=O)=[CH:11][C:10]=1[N+:17]([O-:19])=[O:18].[NH2:21][CH2:22][C:23]1[CH:24]=[C:25]([CH:33]=[CH:34][CH:35]=1)[O:26][CH2:27][CH2:28][CH2:29][N:30]([CH3:32])[CH3:31], predict the reaction product. The product is: [Cl:20][C:6]1[CH:5]=[N:4][CH:3]=[C:2]([Cl:1])[C:7]=1[S:8][C:9]1[S:13][C:12]([C:14]([NH:21][CH2:22][C:23]2[CH:35]=[CH:34][CH:33]=[C:25]([O:26][CH2:27][CH2:28][CH2:29][N:30]([CH3:31])[CH3:32])[CH:24]=2)=[O:16])=[CH:11][C:10]=1[N+:17]([O-:19])=[O:18].